This data is from Full USPTO retrosynthesis dataset with 1.9M reactions from patents (1976-2016). The task is: Predict the reactants needed to synthesize the given product. Given the product [NH2:20][C:21]1[CH:26]=[CH:25][CH:24]=[C:23]([F:27])[C:22]=1[C:2]1[CH:3]=[C:4]2[C:9](=[CH:10][CH:11]=1)[N:8]=[C:7]([C:12]1[CH:13]=[N:14][CH:15]=[CH:16][CH:17]=1)[N:6]=[C:5]2[NH:18][CH3:19], predict the reactants needed to synthesize it. The reactants are: Br[C:2]1[CH:3]=[C:4]2[C:9](=[CH:10][CH:11]=1)[N:8]=[C:7]([C:12]1[CH:13]=[N:14][CH:15]=[CH:16][CH:17]=1)[N:6]=[C:5]2[NH:18][CH3:19].[NH2:20][C:21]1[CH:26]=[CH:25][CH:24]=[C:23]([F:27])[C:22]=1B(O)O.O.P([O-])([O-])([O-])=O.[K+].[K+].[K+].